Dataset: Peptide-MHC class I binding affinity with 185,985 pairs from IEDB/IMGT. Task: Regression. Given a peptide amino acid sequence and an MHC pseudo amino acid sequence, predict their binding affinity value. This is MHC class I binding data. The peptide sequence is TTVDHMAII. The MHC is HLA-C15:02 with pseudo-sequence HLA-C15:02. The binding affinity (normalized) is 0.525.